From a dataset of Forward reaction prediction with 1.9M reactions from USPTO patents (1976-2016). Predict the product of the given reaction. (1) The product is: [CH2:1]([O:3][C:4]1[CH:9]=[C:8]([CH2:10][C:11]2[CH:16]=[CH:15][CH:14]=[CH:13][N:12]=2)[CH:7]=[CH:6][C:5]=1[CH2:17][CH2:18][CH2:19][O:20][C:22]1[C:27]([O:28][CH3:29])=[CH:26][CH:25]=[CH:24][C:23]=1[CH2:30][C:31]([OH:33])=[O:32])[CH3:2]. Given the reactants [CH2:1]([O:3][C:4]1[CH:9]=[C:8]([CH2:10][C:11]2[CH:16]=[CH:15][CH:14]=[CH:13][N:12]=2)[CH:7]=[CH:6][C:5]=1[CH2:17][CH2:18][CH2:19][OH:20])[CH3:2].O[C:22]1[C:27]([O:28][CH3:29])=[CH:26][CH:25]=[CH:24][C:23]=1[CH2:30][C:31]([O:33]C)=[O:32].C(P(CCCC)CCCC)CCC.N(C(N1CCCCC1)=O)=NC(N1CCCCC1)=O.O1CCCC1CO.[OH-].[Na+].Cl, predict the reaction product. (2) Given the reactants [CH2:1]([C:3]([OH:10])([CH2:8][CH3:9])[CH2:4][CH2:5][CH2:6][OH:7])[CH3:2].[CH:11]12[CH:20]3[CH2:21][CH:17]([CH:18]=[CH:19]3)[CH:16]1[CH:15]1[CH2:22][CH:12]2[CH:13]([C:23](OC)=[O:24])[CH2:14]1, predict the reaction product. The product is: [CH:11]12[CH:20]3[CH2:21][CH:17]([CH:18]=[CH:19]3)[CH:16]1[CH:15]1[CH2:22][CH:12]2[CH:13]([C:23]([O:7][CH2:6][CH2:5][CH2:4][C:3]([CH2:8][CH3:9])([OH:10])[CH2:1][CH3:2])=[O:24])[CH2:14]1.